Dataset: Catalyst prediction with 721,799 reactions and 888 catalyst types from USPTO. Task: Predict which catalyst facilitates the given reaction. (1) Reactant: [C:1]([C:3]1[CH:4]=[N:5][C:6]2[C:11]([CH:12]=1)=[CH:10][C:9]([O:13][CH:14]([S:27][CH3:28])[C:15]([NH:17][C:18]([CH3:26])([CH2:21][O:22][CH2:23][C:24]#[CH:25])[CH2:19][OH:20])=[O:16])=[CH:8][CH:7]=2)#[CH:2].CC(OI1(OC(C)=O)(OC(C)=O)OC(=O)C2C=CC=CC1=2)=O.C([O-])(O)=O.[Na+].S([O-])([O-])(=O)=S.[Na+].[Na+]. Product: [C:1]([C:3]1[CH:4]=[N:5][C:6]2[C:11]([CH:12]=1)=[CH:10][C:9]([O:13][CH:14]([S:27][CH3:28])[C:15]([NH:17][C:18]([CH3:26])([CH2:21][O:22][CH2:23][C:24]#[CH:25])[CH:19]=[O:20])=[O:16])=[CH:8][CH:7]=2)#[CH:2]. The catalyst class is: 4. (2) Reactant: [F:1][C:2]1[CH:3]=[C:4]([C@@H:9]2[CH2:13][N:12]([CH2:14][CH2:15][O:16][CH3:17])[CH2:11][C@H:10]2[NH:18][C:19](=[O:37])[NH:20][C:21]2[N:25]([C:26]3[CH:31]=[CH:30][CH:29]=[CH:28][CH:27]=3)[N:24]=[CH:23][C:22]=2[C:32](OCC)=[O:33])[CH:5]=[CH:6][C:7]=1[F:8].[H-].[Al+3].[Li+].[H-].[H-].[H-]. Product: [F:1][C:2]1[CH:3]=[C:4]([C@@H:9]2[CH2:13][N:12]([CH2:14][CH2:15][O:16][CH3:17])[CH2:11][C@H:10]2[NH:18][C:19]([NH:20][C:21]2[N:25]([C:26]3[CH:31]=[CH:30][CH:29]=[CH:28][CH:27]=3)[N:24]=[CH:23][C:22]=2[CH2:32][OH:33])=[O:37])[CH:5]=[CH:6][C:7]=1[F:8]. The catalyst class is: 1. (3) Reactant: [CH2:1]([C@H:8]1[N:13]([C:14](=[O:36])[CH2:15][CH2:16][C:17]2[CH:22]=[CH:21][CH:20]=[CH:19][C:18]=2[O:23][C:24]2[CH:29]=[CH:28][CH:27]=[CH:26][C:25]=2[CH2:30][CH2:31][C:32]([O:34]C)=[O:33])[CH2:12][CH2:11][N:10]([C:37]([O:39][C:40]([CH3:43])([CH3:42])[CH3:41])=[O:38])[CH2:9]1)[C:2]1[CH:7]=[CH:6][CH:5]=[CH:4][CH:3]=1.[OH-].[Na+].Cl. Product: [CH2:1]([C@@H:8]1[CH2:9][N:10]([C:37]([O:39][C:40]([CH3:43])([CH3:41])[CH3:42])=[O:38])[CH2:11][CH2:12][N:13]1[C:14](=[O:36])[CH2:15][CH2:16][C:17]1[CH:22]=[CH:21][CH:20]=[CH:19][C:18]=1[O:23][C:24]1[CH:29]=[CH:28][CH:27]=[CH:26][C:25]=1[CH2:30][CH2:31][C:32]([OH:34])=[O:33])[C:2]1[CH:7]=[CH:6][CH:5]=[CH:4][CH:3]=1. The catalyst class is: 14. (4) Reactant: [O:1]([C@H:8]1[CH2:13][CH2:12][C@H:11]([NH2:14])[CH2:10][CH2:9]1)[C:2]1[CH:7]=[CH:6][CH:5]=[CH:4][CH:3]=1.[C:15]1(=O)[CH2:20][CH2:19][CH2:18][CH2:17][CH2:16]1.CC([O-])=O.[Na+].C([BH3-])#N.[Na+]. Product: [CH:15]1([NH:14][C@H:11]2[CH2:10][CH2:9][C@H:8]([O:1][C:2]3[CH:7]=[CH:6][CH:5]=[CH:4][CH:3]=3)[CH2:13][CH2:12]2)[CH2:20][CH2:19][CH2:18][CH2:17][CH2:16]1. The catalyst class is: 36. (5) Reactant: Br[C:2]1[CH:3]=[CH:4][C:5](O)=[C:6]([C:8]2[CH:17]=[CH:16][C:15]3[C:10](=[CH:11][CH:12]=[C:13]([C:18]4[N:22]([CH:23]5[CH2:28][CH2:27][CH2:26][CH2:25][CH2:24]5)[C:21]5[CH:29]=[CH:30][C:31]([C:33]([OH:35])=[O:34])=[CH:32][C:20]=5[N:19]=4)[CH:14]=3)[N:9]=2)[CH:7]=1.[Cl:37][C:38]1[CH:39]=[C:40]2[C:48](=[CH:49][CH:50]=1)[N:47](C)[C:46]1C=CC(C(=O)C)=CC2=1.[OH-].[K+]. Product: [Cl:37][C:38]1[CH:50]=[C:49]2[C:48](=[CH:40][CH:39]=1)[N:47]([CH3:46])[C:3]1[CH:4]=[CH:5][C:6]([C:8]3[CH:17]=[CH:16][C:15]4[C:10](=[CH:11][CH:12]=[C:13]([C:18]5[N:22]([CH:23]6[CH2:24][CH2:25][CH2:26][CH2:27][CH2:28]6)[C:21]6[CH:29]=[CH:30][C:31]([C:33]([OH:35])=[O:34])=[CH:32][C:20]=6[N:19]=5)[CH:14]=4)[N:9]=3)=[CH:7][C:2]2=1. The catalyst class is: 8. (6) Reactant: Cl[C:2]1[N:7]=[C:6]([N:8]([CH3:15])[S:9]([N:12]([CH3:14])[CH3:13])(=[O:11])=[O:10])[C:5]([Cl:16])=[C:4]([NH:17][C:18]2[CH:22]=[C:21]([CH3:23])[NH:20][N:19]=2)[N:3]=1.ClC1C(NC2C=C(OC)NN=2)=NC([NH:31][C@H:32]([C:34]2[N:39]=[CH:38][C:37]([F:40])=[CH:36][N:35]=2)[CH3:33])=NC=1.CCN(C(C)C)C(C)C. Product: [Cl:16][C:5]1[C:6]([N:8]([CH3:15])[S:9]([N:12]([CH3:14])[CH3:13])(=[O:11])=[O:10])=[N:7][C:2]([NH:31][C@H:32]([C:34]2[N:39]=[CH:38][C:37]([F:40])=[CH:36][N:35]=2)[CH3:33])=[N:3][C:4]=1[NH:17][C:18]1[CH:22]=[C:21]([CH3:23])[NH:20][N:19]=1. The catalyst class is: 114. (7) Product: [C:24]1([CH:17]([C:18]2[CH:19]=[CH:20][CH:21]=[CH:22][CH:23]=2)[N:10]2[C:11]3[C:16](=[CH:15][CH:14]=[CH:13][CH:12]=3)[C:8]3([C:6]4[CH:7]=[C:2]([B:33]5[O:37][C:36]([CH3:39])([CH3:38])[C:35]([CH3:41])([CH3:40])[O:34]5)[CH:3]=[CH:4][C:5]=4[O:32][CH2:31]3)[C:9]2=[O:30])[CH:29]=[CH:28][CH:27]=[CH:26][CH:25]=1. The catalyst class is: 58. Reactant: Br[C:2]1[CH:3]=[CH:4][C:5]2[O:32][CH2:31][C:8]3([C:16]4[C:11](=[CH:12][CH:13]=[CH:14][CH:15]=4)[N:10]([CH:17]([C:24]4[CH:29]=[CH:28][CH:27]=[CH:26][CH:25]=4)[C:18]4[CH:23]=[CH:22][CH:21]=[CH:20][CH:19]=4)[C:9]3=[O:30])[C:6]=2[CH:7]=1.[B:33]1([B:33]2[O:37][C:36]([CH3:39])([CH3:38])[C:35]([CH3:41])([CH3:40])[O:34]2)[O:37][C:36]([CH3:39])([CH3:38])[C:35]([CH3:41])([CH3:40])[O:34]1.C([O-])(=O)C.[K+].